Dataset: Reaction yield outcomes from USPTO patents with 853,638 reactions. Task: Predict the reaction yield, written as a fraction of the theoretical maximum amount of product (1.0 means a 100% yield; for example, 0.34 means a 34% yield). (1) The reactants are Cl[C:2]1[N:3]=[C:4]2[C:10]([C:11]3[CH:16]=[CH:15][CH:14]=[CH:13][CH:12]=3)=[C:9]([C:17]3[CH:22]=[CH:21][C:20]([C:23]4([NH:27][C:28](=[O:34])[O:29][C:30]([CH3:33])([CH3:32])[CH3:31])[CH2:26][CH2:25][CH2:24]4)=[CH:19][CH:18]=3)[O:8][C:5]2=[N:6][CH:7]=1.[CH3:35][N:36]1[CH:40]=[C:39](B2OC(C)(C)C(C)(C)O2)[CH:38]=[N:37]1.P([O-])([O-])([O-])=O.[K+].[K+].[K+].O. The catalyst is CN(C=O)C.C1C=CC([P]([Pd]([P](C2C=CC=CC=2)(C2C=CC=CC=2)C2C=CC=CC=2)([P](C2C=CC=CC=2)(C2C=CC=CC=2)C2C=CC=CC=2)[P](C2C=CC=CC=2)(C2C=CC=CC=2)C2C=CC=CC=2)(C2C=CC=CC=2)C2C=CC=CC=2)=CC=1. The product is [CH3:35][N:36]1[CH:40]=[C:39]([C:2]2[N:3]=[C:4]3[C:10]([C:11]4[CH:16]=[CH:15][CH:14]=[CH:13][CH:12]=4)=[C:9]([C:17]4[CH:22]=[CH:21][C:20]([C:23]5([NH:27][C:28](=[O:34])[O:29][C:30]([CH3:32])([CH3:33])[CH3:31])[CH2:26][CH2:25][CH2:24]5)=[CH:19][CH:18]=4)[O:8][C:5]3=[N:6][CH:7]=2)[CH:38]=[N:37]1. The yield is 0.600. (2) The product is [NH2:37][C:31]1[C:30]([Br:29])=[CH:35][CH:34]=[CH:33][C:32]=1[NH:36][C:24]([C:9]1([NH:8][C:6](=[O:7])[O:5][C:1]([CH3:4])([CH3:2])[CH3:3])[CH2:14][CH2:13][N:12]([C:15]2[C:16]3[CH:23]=[CH:22][NH:21][C:17]=3[N:18]=[CH:19][N:20]=2)[CH2:11][CH2:10]1)=[O:25]. The reactants are [C:1]([O:5][C:6]([NH:8][C:9]1([C:24](O)=[O:25])[CH2:14][CH2:13][N:12]([C:15]2[C:16]3[CH:23]=[CH:22][NH:21][C:17]=3[N:18]=[CH:19][N:20]=2)[CH2:11][CH2:10]1)=[O:7])([CH3:4])([CH3:3])[CH3:2].Cl.Cl.[Br:29][C:30]1[CH:35]=[CH:34][CH:33]=[C:32]([NH2:36])[C:31]=1[NH2:37].CN(C(ON1N=NC2C=CC=NC1=2)=[N+](C)C)C.F[P-](F)(F)(F)(F)F.CCN(C(C)C)C(C)C. The yield is 0.155. The catalyst is CN(C=O)C. (3) The product is [OH:11][CH2:12][CH2:13][O:27][C:26](=[O:28])[CH2:25][CH2:24][CH2:23]/[CH:22]=[CH:21]\[CH2:20][C@H:19]1[C@H:15]([Cl:14])[CH2:16][C@@H:17]([OH:39])[C@@H:18]1[CH2:29][O:30][C:31]1[CH:32]=[C:33]([Cl:38])[CH:34]=[C:35]([Cl:37])[CH:36]=1. The yield is 0.220. The catalyst is C(Cl)Cl. The reactants are C(N(CC)CC)C.ClC([O:11][CH2:12][CH3:13])=O.[Cl:14][C@H:15]1[C@H:19]([CH2:20]/[CH:21]=[CH:22]\[CH2:23][CH2:24][CH2:25][C:26]([OH:28])=[O:27])[C@@H:18]([CH2:29][O:30][C:31]2[CH:36]=[C:35]([Cl:37])[CH:34]=[C:33]([Cl:38])[CH:32]=2)[C@H:17]([OH:39])[CH2:16]1.C(O)CO. (4) The reactants are [CH:1]([C:4]1[CH:13]=[C:12]([O:14][CH3:15])[C:11]([C:16]2[N:17]=[CH:18][S:19][CH:20]=2)=[CH:10][C:5]=1[O:6][CH2:7][C:8]#[N:9])([CH3:3])[CH3:2].CC(O[CH:26]([N:30]([CH3:32])C)[N:27](C)C)(C)C.Cl.[NH2:34]C1C=CC=CC=1.C(=O)(O)O.NC(N)=N. The catalyst is O.CN1C(=O)CCC1. The product is [CH:1]([C:4]1[CH:13]=[C:12]([O:14][CH3:15])[C:11]([C:16]2[N:17]=[CH:18][S:19][CH:20]=2)=[CH:10][C:5]=1[O:6][C:7]1[C:26]([NH2:27])=[N:30][C:32]([NH2:34])=[N:9][CH:8]=1)([CH3:3])[CH3:2]. The yield is 0.680. (5) The reactants are [Cl:1][C:2]1[CH:19]=[C:18]([CH:20]=[CH2:21])[CH:17]=[CH:16][C:3]=1[CH2:4][N:5]1[C:13](=[O:14])[C:12]2[C:7](=[CH:8][CH:9]=[CH:10][CH:11]=2)[C:6]1=[O:15].Br[CH:23]([C:28]1[CH:33]=[C:32]([Cl:34])[CH:31]=[C:30]([Cl:35])[CH:29]=1)[C:24]([F:27])([F:26])[F:25].N1C=CC=CC=1C1C=CC=CN=1. The catalyst is ClC1C=CC=CC=1Cl.Cl[Cu]. The product is [Cl:1][C:2]1[CH:19]=[C:18](/[CH:20]=[CH:21]/[CH:23]([C:28]2[CH:29]=[C:30]([Cl:35])[CH:31]=[C:32]([Cl:34])[CH:33]=2)[C:24]([F:27])([F:26])[F:25])[CH:17]=[CH:16][C:3]=1[CH2:4][N:5]1[C:13](=[O:14])[C:12]2[C:7](=[CH:8][CH:9]=[CH:10][CH:11]=2)[C:6]1=[O:15]. The yield is 0.500.